This data is from Peptide-MHC class I binding affinity with 185,985 pairs from IEDB/IMGT. The task is: Regression. Given a peptide amino acid sequence and an MHC pseudo amino acid sequence, predict their binding affinity value. This is MHC class I binding data. (1) The peptide sequence is DTPLIPLTIF. The MHC is HLA-A02:01 with pseudo-sequence HLA-A02:01. The binding affinity (normalized) is 0. (2) The MHC is HLA-B08:01 with pseudo-sequence HLA-B08:01. The binding affinity (normalized) is 0.669. The peptide sequence is FARTLLAAL. (3) The peptide sequence is NVSGVPHSV. The MHC is HLA-A02:01 with pseudo-sequence HLA-A02:01. The binding affinity (normalized) is 0.410. (4) The peptide sequence is MTRGLLGSY. The MHC is HLA-B58:01 with pseudo-sequence HLA-B58:01. The binding affinity (normalized) is 0.0847. (5) The peptide sequence is LYQILRGLQYI. The MHC is H-2-Kd with pseudo-sequence H-2-Kd. The binding affinity (normalized) is 0.649. (6) The peptide sequence is RKAKIIRDY. The MHC is HLA-B35:01 with pseudo-sequence HLA-B35:01. The binding affinity (normalized) is 0.